This data is from Forward reaction prediction with 1.9M reactions from USPTO patents (1976-2016). The task is: Predict the product of the given reaction. (1) Given the reactants [NH2:1][CH2:2][C:3]1[CH:4]=[CH:5][C:6]([NH:9][CH2:10][C:11]([C:14]2[CH:19]=[CH:18][C:17]([F:20])=[CH:16][CH:15]=2)([CH3:13])[CH3:12])=[N:7][CH:8]=1.CCN(C(C)C)C(C)C.C(Cl)Cl.[C:33](=[O:37])([O:35][CH3:36])N, predict the reaction product. The product is: [CH3:36][O:35][C:33](=[O:37])[NH:1][CH2:2][C:3]1[CH:8]=[N:7][C:6]([NH:9][CH2:10][C:11]([C:14]2[CH:15]=[CH:16][C:17]([F:20])=[CH:18][CH:19]=2)([CH3:13])[CH3:12])=[CH:5][CH:4]=1. (2) Given the reactants [C:1]([O:5][C:6]([NH:8][C@H:9]([CH2:13][C:14]1[CH:19]=[CH:18][CH:17]=[C:16]([Cl:20])[CH:15]=1)[C:10]([OH:12])=O)=[O:7])([CH3:4])([CH3:3])[CH3:2].C(Cl)CCl.C1C=CC2N(O)N=NC=2C=1.[F:35][C:36]1[CH:37]=[CH:38][C:39]([C:50]([F:53])([F:52])[F:51])=[C:40]([C:42]([N:44]2[CH2:49][CH2:48][NH:47][CH2:46][CH2:45]2)=[O:43])[CH:41]=1.CCN(C(C)C)C(C)C, predict the reaction product. The product is: [C:1]([O:5][C:6](=[O:7])[NH:8][C@H:9]([CH2:13][C:14]1[CH:19]=[CH:18][CH:17]=[C:16]([Cl:20])[CH:15]=1)[C:10]([N:47]1[CH2:48][CH2:49][N:44]([C:42](=[O:43])[C:40]2[CH:41]=[C:36]([F:35])[CH:37]=[CH:38][C:39]=2[C:50]([F:53])([F:52])[F:51])[CH2:45][CH2:46]1)=[O:12])([CH3:2])([CH3:3])[CH3:4].